From a dataset of Full USPTO retrosynthesis dataset with 1.9M reactions from patents (1976-2016). Predict the reactants needed to synthesize the given product. Given the product [CH3:4][C:5]1[N:10]([CH2:11][C:12]2[S:13][C:14]([C:17]([F:20])([F:19])[F:18])=[CH:15][CH:16]=2)[C:9](=[O:21])[NH:8][C:7](=[O:32])[N:6]=1, predict the reactants needed to synthesize it. The reactants are: ClCCl.[CH3:4][C:5]1[N:10]([CH2:11][C:12]2[S:13][C:14]([C:17]([F:20])([F:19])[F:18])=[CH:15][CH:16]=2)[C:9](=[O:21])[N:8]=[C:7](SC)[N:6]=1.ClC1C=CC=C(C(OO)=[O:32])C=1.S([O-])([O-])(=O)=S.[Na+].[Na+].